This data is from Full USPTO retrosynthesis dataset with 1.9M reactions from patents (1976-2016). The task is: Predict the reactants needed to synthesize the given product. (1) Given the product [Cl:17][CH:18]([Cl:22])[C:19]([NH:6][C:5]1[CH:7]=[CH:8][CH:9]=[C:3]([C:1]#[CH:2])[CH:4]=1)=[O:20], predict the reactants needed to synthesize it. The reactants are: [C:1]([C:3]1[CH:4]=[C:5]([CH:7]=[CH:8][CH:9]=1)[NH2:6])#[CH:2].C(N(CC)CC)C.[Cl:17][CH:18]([Cl:22])[C:19](Cl)=[O:20]. (2) Given the product [C:22]([O:25][CH2:26][C:27]1[NH:8][C:7]2[CH:6]=[CH:5][CH:4]=[C:3]([N:9]3[CH2:14][CH2:13][N:12]([C:15]([O:17][C:18]([CH3:21])([CH3:20])[CH3:19])=[O:16])[CH2:11][CH2:10]3)[C:2]=2[N:1]=1)(=[O:24])[CH3:23], predict the reactants needed to synthesize it. The reactants are: [NH2:1][C:2]1[C:7]([NH2:8])=[CH:6][CH:5]=[CH:4][C:3]=1[N:9]1[CH2:14][CH2:13][N:12]([C:15]([O:17][C:18]([CH3:21])([CH3:20])[CH3:19])=[O:16])[CH2:11][CH2:10]1.[C:22]([O:25][CH2:26][C:27](O)=O)(=[O:24])[CH3:23].O=C1N(P(Cl)(N2CCOC2=O)=O)CCO1.C(N(CC)C(C)C)(C)C. (3) Given the product [CH3:19][C:14]1([CH3:20])[C:15]([CH3:18])([CH3:17])[O:16][B:12]([C:2]2[CH:3]=[C:4]3[C:8](=[CH:9][CH:10]=2)[NH:7][C:6](=[O:11])[CH2:5]3)[O:13]1, predict the reactants needed to synthesize it. The reactants are: Br[C:2]1[CH:3]=[C:4]2[C:8](=[CH:9][CH:10]=1)[NH:7][C:6](=[O:11])[CH2:5]2.[B:12]1([B:12]2[O:16][C:15]([CH3:18])([CH3:17])[C:14]([CH3:20])([CH3:19])[O:13]2)[O:16][C:15]([CH3:18])([CH3:17])[C:14]([CH3:20])([CH3:19])[O:13]1.C(Cl)Cl.CC([O-])=O.[K+]. (4) Given the product [C:8]([O:7][C:1]([C:2]1[C:32]([C:29]2[CH:30]=[CH:31][C:26]([CH2:25][C:24]([O:23][CH3:22])=[O:37])=[CH:27][C:28]=2[Cl:36])=[N:34][O:4][C:3]=1[CH3:5])=[O:6])([CH3:11])([CH3:10])[CH3:9], predict the reactants needed to synthesize it. The reactants are: [C:1]([O:7][C:8]([CH3:11])([CH3:10])[CH3:9])(=[O:6])[CH2:2][C:3]([CH3:5])=[O:4].C[Si]([N-][Si](C)(C)C)(C)C.[K+].[CH3:22][O:23][C:24](=[O:37])[CH2:25][C:26]1[CH:31]=[CH:30][C:29]([C:32](=[N:34]O)Cl)=[C:28]([Cl:36])[CH:27]=1.